Dataset: Forward reaction prediction with 1.9M reactions from USPTO patents (1976-2016). Task: Predict the product of the given reaction. (1) Given the reactants [C:1]([C:3]1[CH:4]=[C:5]([C:9]2[CH:14]=[CH:13][CH:12]=[C:11]([N+:15]([O-])=O)[C:10]=2[S:18][CH2:19][C@@H:20]([C:29]([OH:31])=[O:30])[NH:21][O:22][C:23](=[O:28])[C:24]([CH3:27])([CH3:26])[CH3:25])[CH:6]=[CH:7][CH:8]=1)#[N:2], predict the reaction product. The product is: [NH2:15][C:11]1[C:10]([S:18][CH2:19][C@@H:20]([C:29]([OH:31])=[O:30])[NH:21][O:22][C:23](=[O:28])[C:24]([CH3:25])([CH3:26])[CH3:27])=[C:9]([C:5]2[CH:6]=[CH:7][CH:8]=[C:3]([C:1]#[N:2])[CH:4]=2)[CH:14]=[CH:13][CH:12]=1. (2) Given the reactants C([O-])([O-])=O.[K+].[K+].[NH2:7][C@@:8]([C:24]1[CH:29]=[C:28]([Br:30])[CH:27]=[CH:26][C:25]=1[F:31])([CH3:23])[CH2:9][N:10]1[CH:14]=[C:13]([CH:15]([F:17])[F:16])[N:12]=[C:11]1[C:18](OCC)=[O:19], predict the reaction product. The product is: [Br:30][C:28]1[CH:27]=[CH:26][C:25]([F:31])=[C:24]([C@:8]2([CH3:23])[CH2:9][N:10]3[CH:14]=[C:13]([CH:15]([F:17])[F:16])[N:12]=[C:11]3[C:18](=[O:19])[NH:7]2)[CH:29]=1. (3) Given the reactants [CH3:1][CH:2]([C:5]1[C:9]([CH:10]=O)=[CH:8][N:7]([C:12]2[CH:17]=[CH:16][C:15]([C:18]([F:21])([F:20])[F:19])=[CH:14][N:13]=2)[N:6]=1)[CH2:3][CH3:4].C(OP([CH2:30][C:31]([O:33][CH2:34][CH3:35])=[O:32])(OCC)=O)C.CN(C)C=O.[H-].[Na+], predict the reaction product. The product is: [CH3:1][CH:2]([C:5]1[C:9](/[CH:10]=[CH:30]/[C:31]([O:33][CH2:34][CH3:35])=[O:32])=[CH:8][N:7]([C:12]2[CH:17]=[CH:16][C:15]([C:18]([F:21])([F:20])[F:19])=[CH:14][N:13]=2)[N:6]=1)[CH2:3][CH3:4]. (4) Given the reactants [CH3:1][O:2][C:3]1[CH:4]=[C:5]2[C:9](=[CH:10][C:11]=1[N+:12]([O-:14])=[O:13])[NH:8][CH2:7][CH2:6]2.C(N(C(C)C)CC)(C)C.[C:24](Cl)(=[O:27])[CH:25]=[CH2:26].[NH:29]1[CH2:34][CH2:33][O:32][CH2:31][CH2:30]1, predict the reaction product. The product is: [CH3:1][O:2][C:3]1[CH:4]=[C:5]2[C:9](=[CH:10][C:11]=1[N+:12]([O-:14])=[O:13])[N:8]([C:24](=[O:27])[CH2:25][CH2:26][N:29]1[CH2:34][CH2:33][O:32][CH2:31][CH2:30]1)[CH2:7][CH2:6]2. (5) Given the reactants [OH:1][C@H:2]([CH2:24][NH:25][CH2:26][C:27]1[CH:28]=[N:29][CH:30]=[C:31]([CH:33]([CH3:35])[CH3:34])[CH:32]=1)[C@@H:3]([NH:11][C:12]([C:14]1[CH:15]=[C:16]([CH:21]=[CH:22][CH:23]=1)[C:17]([O:19]C)=[O:18])=[O:13])[CH2:4][C:5]1[CH:10]=[CH:9][CH:8]=[CH:7][CH:6]=1.[OH-].[Na+], predict the reaction product. The product is: [OH:1][C@H:2]([CH2:24][NH:25][CH2:26][C:27]1[CH:28]=[N:29][CH:30]=[C:31]([CH:33]([CH3:35])[CH3:34])[CH:32]=1)[C@@H:3]([NH:11][C:12]([C:14]1[CH:15]=[C:16]([CH:21]=[CH:22][CH:23]=1)[C:17]([OH:19])=[O:18])=[O:13])[CH2:4][C:5]1[CH:6]=[CH:7][CH:8]=[CH:9][CH:10]=1.